Dataset: Forward reaction prediction with 1.9M reactions from USPTO patents (1976-2016). Task: Predict the product of the given reaction. (1) Given the reactants I[C:2]1[C:10]2[C:5](=[N:6][CH:7]=[N:8][C:9]=2[NH2:11])[N:4]([CH:12]([C:14]2[CH:15]=[C:16]3[N:21]([C:22]=2[C:23]2[CH:27]=[CH:26][N:25]([CH2:28][CH2:29][N:30]([CH2:41][CH2:42][O:43][Si](C)(C)C(C)(C)C)[CH2:31][CH2:32][O:33][Si](C)(C)C(C)(C)C)[N:24]=2)[CH:20]=[CH:19][CH:18]=[CH:17]3)[CH3:13])[N:3]=1.[F:51][C:52]1[CH:53]=[C:54](B(O)O)[CH:55]=[C:56]([OH:58])[CH:57]=1, predict the reaction product. The product is: [NH2:11][C:9]1[N:8]=[CH:7][N:6]=[C:5]2[N:4]([CH:12]([C:14]3[CH:15]=[C:16]4[N:21]([C:22]=3[C:23]3[CH:27]=[CH:26][N:25]([CH2:28][CH2:29][N:30]([CH2:31][CH2:32][OH:33])[CH2:41][CH2:42][OH:43])[N:24]=3)[CH:20]=[CH:19][CH:18]=[CH:17]4)[CH3:13])[N:3]=[C:2]([C:54]3[CH:55]=[C:56]([OH:58])[CH:57]=[C:52]([F:51])[CH:53]=3)[C:10]=12. (2) The product is: [CH:1]([C:4]1[CH:5]=[CH:6][C:7]([O:8][CH:9]([CH2:15][C:16]2[CH:17]=[CH:18][C:19]([O:22][CH2:23][CH2:24][NH:25][C:26](=[O:42])[C:27]3[CH:32]=[CH:31][C:30]([C:33]4[N:38]=[CH:37][C:36]([N+:39]([O-:41])=[O:40])=[CH:35][CH:34]=4)=[CH:29][CH:28]=3)=[CH:20][CH:21]=2)[C:10]([OH:12])=[O:11])=[CH:43][CH:44]=1)([CH3:3])[CH3:2]. Given the reactants [CH:1]([C:4]1[CH:44]=[CH:43][C:7]([O:8][CH:9]([CH2:15][C:16]2[CH:21]=[CH:20][C:19]([O:22][CH2:23][CH2:24][NH:25][C:26](=[O:42])[C:27]3[CH:32]=[CH:31][C:30]([C:33]4[N:38]=[CH:37][C:36]([N+:39]([O-:41])=[O:40])=[CH:35][CH:34]=4)=[CH:29][CH:28]=3)=[CH:18][CH:17]=2)[C:10]([O:12]CC)=[O:11])=[CH:6][CH:5]=1)([CH3:3])[CH3:2].[OH-].[Na+], predict the reaction product. (3) Given the reactants C[Si]([N-][Si](C)(C)C)(C)C.[Li+].[CH3:11][C:12]1([C:27]([O-:29])=[O:28])[CH2:16][CH2:15][N:14]([C:17]([O:19][CH2:20][C:21]2[CH:26]=[CH:25][CH:24]=[CH:23][CH:22]=2)=[O:18])[CH2:13]1.[CH3:30]I.[Cl-].[NH4+], predict the reaction product. The product is: [CH3:11][C:12]1([C:27]([O:29][CH3:30])=[O:28])[CH2:16][CH2:15][N:14]([C:17]([O:19][CH2:20][C:21]2[CH:26]=[CH:25][CH:24]=[CH:23][CH:22]=2)=[O:18])[CH2:13]1. (4) Given the reactants N1C=CC=CC=1.[F:7][C:8]([F:21])([F:20])[S:9]([O:12]S(C(F)(F)F)(=O)=O)(=[O:11])=[O:10].O[C:23]1[CH:24]=[C:25]2[C:29](=[CH:30][C:31]=1[CH3:32])[CH:28]([CH2:33][C:34]([O:36][CH3:37])=[O:35])[CH2:27][CH2:26]2, predict the reaction product. The product is: [F:7][C:8]([F:21])([F:20])[S:9]([O:12][C:23]1[CH:24]=[C:25]2[C:29](=[CH:30][C:31]=1[CH3:32])[CH:28]([CH2:33][C:34]([O:36][CH3:37])=[O:35])[CH2:27][CH2:26]2)(=[O:11])=[O:10]. (5) Given the reactants [CH3:1][C:2]1[N:3]([CH2:7][CH2:8][CH2:9][CH2:10][C:11]#[CH:12])[CH:4]=[CH:5][N:6]=1.[Br:13][C:14]1[CH:40]=[C:39]([F:41])[CH:38]=[CH:37][C:15]=1[O:16][C:17]1[C:26]2[C:21](=[CH:22][C:23](OS(C(F)(F)F)(=O)=O)=[C:24]([O:27][CH3:28])[CH:25]=2)[N:20]=[CH:19][N:18]=1, predict the reaction product. The product is: [Br:13][C:14]1[CH:40]=[C:39]([F:41])[CH:38]=[CH:37][C:15]=1[O:16][C:17]1[C:26]2[C:21](=[CH:22][C:23]([C:12]#[C:11][CH2:10][CH2:9][CH2:8][CH2:7][N:3]3[CH:4]=[CH:5][N:6]=[C:2]3[CH3:1])=[C:24]([O:27][CH3:28])[CH:25]=2)[N:20]=[CH:19][N:18]=1. (6) Given the reactants C1(P(=O)(C2C=CC=CC=2)C2C=CC=CC=2)C=CC=CC=1.FC(F)(F)S(OS(C(F)(F)F)(=O)=O)(=O)=O.[CH2:36]([O:43][C:44]1[CH:45]=[CH:46][CH:47]=[C:48]2[C:52]=1[NH:51][C:50]([C:53]([NH:55][CH2:56][CH2:57][S:58]C(C1C=CC=CC=1)(C1C=CC=CC=1)C1C=CC=CC=1)=O)=[CH:49]2)[C:37]1[CH:42]=[CH:41][CH:40]=[CH:39][CH:38]=1, predict the reaction product. The product is: [CH2:36]([O:43][C:44]1[CH:45]=[CH:46][CH:47]=[C:48]2[C:52]=1[NH:51][C:50]([C:53]1[S:58][CH2:57][CH2:56][N:55]=1)=[CH:49]2)[C:37]1[CH:42]=[CH:41][CH:40]=[CH:39][CH:38]=1. (7) Given the reactants [Cl:1][C:2]1[CH:7]=[CH:6][CH:5]=[C:4]([Cl:8])[C:3]=1[N:9]=[C:10]=[S:11].[NH2:12][C:13]1[C:18]([NH2:19])=[CH:17][CH:16]=[CH:15][C:14]=1[OH:20], predict the reaction product. The product is: [NH2:19][C:18]1[CH:17]=[CH:16][CH:15]=[C:14]([OH:20])[C:13]=1[NH:12][C:10]([NH:9][C:3]1[C:2]([Cl:1])=[CH:7][CH:6]=[CH:5][C:4]=1[Cl:8])=[S:11]. (8) Given the reactants [NH2:1][CH2:2][CH2:3][CH2:4][CH2:5][CH2:6][CH2:7][N:8]([CH3:62])[C@H:9]([C:13]([NH:15][C@H:16]([C:20]([N:22]([C@@H:24]([C@@H:58]([CH3:61])[CH2:59][CH3:60])[C@H:25]([O:56][CH3:57])[CH2:26][C:27]([N:29]1[CH2:33][CH2:32][CH2:31][C@H:30]1[C@H:34]([O:54][CH3:55])[C@@H:35]([CH3:53])[C:36]([NH:38][C@@H:39]([CH2:43][C:44]1[C:52]2[C:47](=[CH:48][CH:49]=[CH:50][CH:51]=2)[NH:46][CH:45]=1)[C:40]([NH2:42])=[O:41])=[O:37])=[O:28])[CH3:23])=[O:21])[CH:17]([CH3:19])[CH3:18])=[O:14])[CH:10]([CH3:12])[CH3:11].C(=O)([O-])O.[Na+].[O:68]=[C:69]1[CH:73]=[CH:72][C:71](=[O:74])N1C(OC)=O, predict the reaction product. The product is: [O:68]=[C:69]1[CH:73]=[CH:72][C:71](=[O:74])[N:1]1[CH2:2][CH2:3][CH2:4][CH2:5][CH2:6][CH2:7][N:8]([CH3:62])[C@H:9]([C:13]([NH:15][C@H:16]([C:20]([N:22]([C@@H:24]([C@@H:58]([CH3:61])[CH2:59][CH3:60])[C@H:25]([O:56][CH3:57])[CH2:26][C:27]([N:29]1[CH2:33][CH2:32][CH2:31][C@H:30]1[C@H:34]([O:54][CH3:55])[C@@H:35]([CH3:53])[C:36]([NH:38][C@@H:39]([CH2:43][C:44]1[C:52]2[C:47](=[CH:48][CH:49]=[CH:50][CH:51]=2)[NH:46][CH:45]=1)[C:40]([NH2:42])=[O:41])=[O:37])=[O:28])[CH3:23])=[O:21])[CH:17]([CH3:18])[CH3:19])=[O:14])[CH:10]([CH3:12])[CH3:11]. (9) Given the reactants C1C(=O)N([Br:8])C(=O)C1.[CH3:9][O:10][C:11]1[CH:12]=[C:13]([P:19](=[O:32])([C:26]2[CH:31]=[CH:30][CH:29]=[CH:28][CH:27]=2)[C:20]2[CH:25]=[CH:24][CH:23]=[CH:22][CH:21]=2)[CH:14]=[C:15]([O:17][CH3:18])[CH:16]=1.C([O-])([O-])=O.[Na+].[Na+].C(Cl)Cl.CCCCCC, predict the reaction product. The product is: [Br:8][C:14]1[C:15]([O:17][CH3:18])=[CH:16][C:11]([O:10][CH3:9])=[CH:12][C:13]=1[P:19](=[O:32])([C:26]1[CH:31]=[CH:30][CH:29]=[CH:28][CH:27]=1)[C:20]1[CH:25]=[CH:24][CH:23]=[CH:22][CH:21]=1. (10) Given the reactants [C:1]1([C:7]2[S:8][CH:9]=[C:10]([CH2:12][C:13]3[CH:14]=[N:15][CH:16]=[C:17]([CH:22]=3)[C:18]([O:20]C)=[O:19])[N:11]=2)[CH:6]=[CH:5][CH:4]=[CH:3][CH:2]=1.[OH-].[Na+].C(O)(=O)C, predict the reaction product. The product is: [C:1]1([C:7]2[S:8][CH:9]=[C:10]([CH2:12][C:13]3[CH:14]=[N:15][CH:16]=[C:17]([CH:22]=3)[C:18]([OH:20])=[O:19])[N:11]=2)[CH:2]=[CH:3][CH:4]=[CH:5][CH:6]=1.